Predict the product of the given reaction. From a dataset of Forward reaction prediction with 1.9M reactions from USPTO patents (1976-2016). (1) Given the reactants [Cl:1][C:2]1[CH:7]=[CH:6][CH:5]=[C:4]([Cl:8])[C:3]=1[N:9]1[C:17]2[C:12](=[CH:13][CH:14]=[CH:15][CH:16]=2)[CH2:11][C:10]1=[O:18].[OH-:19].[Na+].Cl, predict the reaction product. The product is: [Cl:1][C:2]1[CH:7]=[CH:6][CH:5]=[C:4]([Cl:8])[C:3]=1[NH:9][C:17]1[CH:16]=[CH:15][CH:14]=[CH:13][C:12]=1[CH2:11][C:10]([OH:18])=[O:19]. (2) The product is: [CH3:1][S:2]([C:5]1[CH:6]=[C:7]2[C:11](=[CH:12][CH:13]=1)[NH:10][C:9](=[O:14])/[C:8]/2=[CH:29]\[C:28]1[NH:27][C:26]2[CH2:31][CH2:32][CH2:33][CH2:34][CH2:35][C:25]=2[C:24]=1[CH2:23][CH2:22][CH2:21][N:15]1[CH2:16][CH2:17][O:18][CH2:19][CH2:20]1)(=[O:4])=[O:3]. Given the reactants [CH3:1][S:2]([C:5]1[CH:6]=[C:7]2[C:11](=[CH:12][CH:13]=1)[NH:10][C:9](=[O:14])[CH2:8]2)(=[O:4])=[O:3].[N:15]1([CH2:21][CH2:22][CH2:23][C:24]2[C:25]3[CH2:35][CH2:34][CH2:33][CH2:32][CH2:31][C:26]=3[NH:27][C:28]=2[CH:29]=O)[CH2:20][CH2:19][O:18][CH2:17][CH2:16]1.N1CCCCC1, predict the reaction product. (3) Given the reactants [NH2:1][C:2]1[CH:7]=[CH:6][C:5](Br)=[CH:4][N:3]=1.N1CCCC1.[CH2:14]([OH:17])[C:15]#[CH:16], predict the reaction product. The product is: [NH2:1][C:2]1[N:3]=[CH:4][C:5]([C:16]#[C:15][CH2:14][OH:17])=[CH:6][CH:7]=1. (4) Given the reactants [F:1][C:2]1[CH:3]=[C:4]([C:10]2[C:11]([C:17]3[CH:22]=[CH:21][C:20]([O:23][CH3:24])=[CH:19][CH:18]=3)=[CH:12][C:13](=[O:16])[NH:14][N:15]=2)[CH:5]=[CH:6][C:7]=1[O:8][CH3:9].[CH2:25](Br)[C:26]1[CH:31]=[CH:30][CH:29]=[CH:28][CH:27]=1, predict the reaction product. The product is: [CH2:25]([N:14]1[C:13](=[O:16])[CH:12]=[C:11]([C:17]2[CH:18]=[CH:19][C:20]([O:23][CH3:24])=[CH:21][CH:22]=2)[C:10]([C:4]2[CH:5]=[CH:6][C:7]([O:8][CH3:9])=[C:2]([F:1])[CH:3]=2)=[N:15]1)[C:26]1[CH:31]=[CH:30][CH:29]=[CH:28][CH:27]=1. (5) Given the reactants [I:1][C:2]1[C:6]2=[N:7][CH:8]=[CH:9][CH:10]=[C:5]2[NH:4][CH:3]=1.Cl.Cl[CH2:13][CH2:14][N:15]1[CH2:20][CH2:19][CH2:18][CH2:17][CH2:16]1, predict the reaction product. The product is: [I:1][C:2]1[C:6]2=[N:7][CH:8]=[CH:9][CH:10]=[C:5]2[N:4]([CH2:13][CH2:14][N:15]2[CH2:20][CH2:19][CH2:18][CH2:17][CH2:16]2)[CH:3]=1. (6) The product is: [CH:1]([O:4][C:5]1[CH:16]=[C:15]([C:17]([F:18])([F:19])[F:20])[CH:14]=[CH:13][C:6]=1[CH:7]=[O:8])([CH3:3])[CH3:2]. Given the reactants [CH:1]([O:4][C:5]1[CH:16]=[C:15]([C:17]([F:20])([F:19])[F:18])[CH:14]=[CH:13][C:6]=1[C:7](N(OC)C)=[O:8])([CH3:3])[CH3:2].[H-].[H-].[H-].[H-].[Li+].[Al+3], predict the reaction product. (7) Given the reactants [CH3:1][O:2][C:3](=[O:13])[CH:4]([NH2:12])[CH2:5][C:6]1[CH:11]=[CH:10][CH:9]=[CH:8][CH:7]=1.C(N(CC)CC)C.[Cl:21][C:22]1[CH:27]=[CH:26][C:25]([S:28](Cl)(=[O:30])=[O:29])=[CH:24][CH:23]=1, predict the reaction product. The product is: [CH3:1][O:2][C:3](=[O:13])[CH:4]([NH:12][S:28]([C:25]1[CH:26]=[CH:27][C:22]([Cl:21])=[CH:23][CH:24]=1)(=[O:30])=[O:29])[CH2:5][C:6]1[CH:11]=[CH:10][CH:9]=[CH:8][CH:7]=1.